Task: Predict which catalyst facilitates the given reaction.. Dataset: Catalyst prediction with 721,799 reactions and 888 catalyst types from USPTO (1) Reactant: [CH3:1][C@:2]12[C@@:19]3([CH3:20])[C@@H:10]([C@:11]4([CH3:31])[C@@H:16]([CH2:17][CH2:18]3)[C:15]([CH3:22])([CH3:21])[C:14](OS(C(F)(F)F)(=O)=O)=[CH:13][CH2:12]4)[CH2:9][CH2:8][C@@H:7]1[C@H:6]1[C@H:32]([C:35]([CH3:37])=[CH2:36])[CH2:33][CH2:34][C@:5]1([C:38]([O:40][CH2:41][C:42]1[CH:47]=[CH:46][CH:45]=[CH:44][CH:43]=1)=[O:39])[CH2:4][CH2:3]2.[F:48][C:49]1[CH:50]=[C:51](B(O)O)[CH:52]=[CH:53][C:54]=1[C:55]([O:57][CH3:58])=[O:56].O.C(=O)([O-])[O-].[Na+].[Na+]. Product: [F:48][C:49]1[CH:50]=[C:51]([C:14]2[C:15]([CH3:22])([CH3:21])[C@H:16]3[C@:11]([CH3:31])([CH2:12][CH:13]=2)[C@@H:10]2[C@:19]([CH3:20])([C@@:2]4([CH3:1])[C@H:7]([CH2:8][CH2:9]2)[C@H:6]2[C@H:32]([C:35]([CH3:37])=[CH2:36])[CH2:33][CH2:34][C@:5]2([C:38]([O:40][CH2:41][C:42]2[CH:47]=[CH:46][CH:45]=[CH:44][CH:43]=2)=[O:39])[CH2:4][CH2:3]4)[CH2:18][CH2:17]3)[CH:52]=[CH:53][C:54]=1[C:55]([O:57][CH3:58])=[O:56]. The catalyst class is: 70. (2) Reactant: [NH2:1][CH2:2][C:3]1[CH:8]=[CH:7][C:6]([CH2:9][C:10]([O:12][C:13]([CH3:16])([CH3:15])[CH3:14])=[O:11])=[CH:5][CH:4]=1.C(N(CC)CC)C.Br[CH2:25][C:26]([O:28][C:29]([CH3:32])([CH3:31])[CH3:30])=[O:27]. Product: [C:13]([O:12][C:10](=[O:11])[CH2:9][C:6]1[CH:7]=[CH:8][C:3]([CH2:2][NH:1][CH2:25][C:26]([O:28][C:29]([CH3:32])([CH3:31])[CH3:30])=[O:27])=[CH:4][CH:5]=1)([CH3:16])([CH3:15])[CH3:14]. The catalyst class is: 10.